The task is: Predict the reaction yield, written as a fraction of the theoretical maximum amount of product (1.0 means a 100% yield; for example, 0.34 means a 34% yield).. This data is from Reaction yield outcomes from USPTO patents with 853,638 reactions. (1) The reactants are [CH3:1][O:2][C:3]1[CH:12]=[CH:11][C:10]2[NH:9][C:8](=[O:13])[C:7]3[S:14][CH:15]=[CH:16][C:6]=3[C:5]=2[C:4]=1[C:17]1[CH:31]=[CH:30][C:20]([CH2:21][NH:22][C:23](=[O:29])[O:24][C:25]([CH3:28])([CH3:27])[CH3:26])=[CH:19][CH:18]=1.[Cl:32]N1C(=O)CCC1=O. The catalyst is CN(C=O)C. The product is [Cl:32][C:11]1[C:10]2[NH:9][C:8](=[O:13])[C:7]3[S:14][CH:15]=[CH:16][C:6]=3[C:5]=2[C:4]([C:17]2[CH:31]=[CH:30][C:20]([CH2:21][NH:22][C:23](=[O:29])[O:24][C:25]([CH3:28])([CH3:26])[CH3:27])=[CH:19][CH:18]=2)=[C:3]([O:2][CH3:1])[CH:12]=1. The yield is 0.320. (2) The reactants are [Br:1][C:2]1[C:3]([C:11]2[CH:12]=[N:13][CH:14]=[CH:15][CH:16]=2)=[N:4][O:5][C:6]=1[Si](C)(C)C.[NH4+].[OH-]. The catalyst is CCO. The product is [Br:1][C:2]1[C:3]([C:11]2[CH:12]=[N:13][CH:14]=[CH:15][CH:16]=2)=[N:4][O:5][CH:6]=1. The yield is 0.820. (3) The reactants are [NH:1]1[CH:5]=[N:4][C:3]([C:6]([O:8][CH3:9])=[O:7])=[N:2]1.C(O[C@H:14]1[O:26][C@@H:25]([CH2:27][O:28][C:29](=[O:31])[CH3:30])[C@H:20]([O:21][C:22](=[O:24])[CH3:23])[C@@H:15]1[O:16][C:17](=[O:19])[CH3:18])(=O)C. The catalyst is [N+](C1C=CC(OP([O-])(OC2C=CC([N+]([O-])=O)=CC=2)=O)=CC=1)([O-])=O.O. The product is [C:17]([O:16][C@H:15]1[C@@H:20]([O:21][C:22](=[O:24])[CH3:23])[C@H:25]([CH2:27][O:28][C:29](=[O:31])[CH3:30])[O:26][C@@H:14]1[N:1]1[CH:5]=[N:4][C:3]([C:6]([O:8][CH3:9])=[O:7])=[N:2]1)(=[O:19])[CH3:18]. The yield is 0.660. (4) The reactants are [NH2:1][C:2]1[CH:7]=[C:6]([C:8]#[N:9])[CH:5]=[CH:4][N:3]=1.[Cl:10]N1C(=O)CCC1=O.C(=O)([O-])O.[Na+]. The catalyst is CN(C=O)C. The product is [NH2:1][C:2]1[CH:7]=[C:6]([C:8]#[N:9])[C:5]([Cl:10])=[CH:4][N:3]=1.[NH2:1][C:2]1[C:7]([Cl:10])=[C:6]([C:8]#[N:9])[CH:5]=[CH:4][N:3]=1. The yield is 0.600. (5) The reactants are [F:1][C:2]1([F:18])[C:10]2[C:5](=[CH:6][CH:7]=[CH:8][C:9]=2[C:11](=[O:16])[C:12](F)([F:14])[F:13])[NH:4][C:3]1=[O:17].FC(F)C(C1C=CC=C2C=1C(F)(F)C(=O)N2)=O. No catalyst specified. The product is [F:14][CH:12]([F:13])[CH:11]([C:9]1[CH:8]=[CH:7][CH:6]=[C:5]2[C:10]=1[C:2]([F:18])([F:1])[C:3](=[O:17])[NH:4]2)[OH:16]. The yield is 0.440.